Dataset: Full USPTO retrosynthesis dataset with 1.9M reactions from patents (1976-2016). Task: Predict the reactants needed to synthesize the given product. (1) Given the product [CH2:16]([NH:11][C:10]1[CH:12]=[CH:13][C:7]([O:6][C:5]2[CH:14]=[CH:15][C:2]([Cl:1])=[CH:3][CH:4]=2)=[CH:8][CH:9]=1)[CH2:17][CH2:18][CH3:19], predict the reactants needed to synthesize it. The reactants are: [Cl:1][C:2]1[CH:15]=[CH:14][C:5]([O:6][C:7]2[CH:13]=[CH:12][C:10]([NH2:11])=[CH:9][CH:8]=2)=[CH:4][CH:3]=1.[CH:16](=O)[CH2:17][CH2:18][CH3:19]. (2) Given the product [NH2:1][C:2]1[N:7]=[C:6]([C:16]2[CH:17]=[CH:18][CH:19]=[CH:20][C:15]=2[O:14][CH3:13])[C:5]([C:9]#[N:10])=[C:4]([S:11][CH3:12])[N:3]=1, predict the reactants needed to synthesize it. The reactants are: [NH2:1][C:2]1[N:7]=[C:6](Br)[C:5]([C:9]#[N:10])=[C:4]([S:11][CH3:12])[N:3]=1.[CH3:13][O:14][C:15]1[CH:20]=[CH:19][CH:18]=[CH:17][C:16]=1B(O)O.C(=O)([O-])[O-].[K+].[K+]. (3) Given the product [F:15][C:2]([F:1])([F:14])[O:3][C:4]1[CH:13]=[CH:12][C:7]2[N:8]=[C:9]([NH:11][C:16](=[O:22])[CH2:17][CH2:18][C:19]([OH:21])=[O:20])[S:10][C:6]=2[CH:5]=1, predict the reactants needed to synthesize it. The reactants are: [F:1][C:2]([F:15])([F:14])[O:3][C:4]1[CH:13]=[CH:12][C:7]2[N:8]=[C:9]([NH2:11])[S:10][C:6]=2[CH:5]=1.[C:16]1(=[O:22])[O:21][C:19](=[O:20])[CH2:18][CH2:17]1.C(N(CC)CC)C.CN(C)C=O. (4) Given the product [CH2:1]=[CH:2][CH:3]=[CH2:4].[CH2:5]=[CH:6][C:7]1[CH:12]=[CH:11][CH:10]=[CH:9][CH:8]=1, predict the reactants needed to synthesize it. The reactants are: [CH2:1]=[CH:2][CH:3]=[CH2:4].[CH2:5]=[CH:6][C:7]1[CH:12]=[CH:11][CH:10]=[CH:9][CH:8]=1.CN(C)CCN(C)C.C([Li])CCC.CC(C1C(O)=C(C(C)(C)C)C=C(CCC(OCC(COC(CCC2C=C(C(C)(C)C)C(O)=C(C(C)(C)C)C=2)=O)(COC(CCC2C=C(C(C)(C)C)C(O)=C(C(C)(C)C)C=2)=O)COC(CCC2C=C(C(C)(C)C)C(O)=C(C(C)(C)C)C=2)=O)=O)C=1)(C)C. (5) The reactants are: [O:1]1[CH:5]=[CH:4][CH:3]=[C:2]1[CH2:6][N:7]([CH2:20][C:21]1[CH:26]=[CH:25][C:24]([S:27][C:28]([CH3:37])([CH3:36])[C:29]([O:31]C(C)(C)C)=[O:30])=[CH:23][CH:22]=1)[CH2:8][C:9]1[O:10][C:11]([C:14]2[CH:19]=[CH:18][CH:17]=[CH:16][CH:15]=2)=[N:12][N:13]=1. Given the product [O:1]1[CH:5]=[CH:4][CH:3]=[C:2]1[CH2:6][N:7]([CH2:20][C:21]1[CH:22]=[CH:23][C:24]([S:27][C:28]([CH3:37])([CH3:36])[C:29]([OH:31])=[O:30])=[CH:25][CH:26]=1)[CH2:8][C:9]1[O:10][C:11]([C:14]2[CH:19]=[CH:18][CH:17]=[CH:16][CH:15]=2)=[N:12][N:13]=1, predict the reactants needed to synthesize it. (6) Given the product [C:1]([O:5][C:6](=[O:21])[CH2:7][O:8][C:9]1[C:14]2[CH2:15][CH2:16][CH2:17][CH2:18][CH:19]([NH:20][S:33]([C:25]3[CH:26]=[C:27]([C:29]([F:30])([F:31])[F:32])[CH:28]=[C:23]([F:22])[CH:24]=3)(=[O:35])=[O:34])[C:13]=2[CH:12]=[CH:11][CH:10]=1)([CH3:4])([CH3:2])[CH3:3], predict the reactants needed to synthesize it. The reactants are: [C:1]([O:5][C:6](=[O:21])[CH2:7][O:8][C:9]1[C:14]2[CH2:15][CH2:16][CH2:17][CH2:18][CH:19]([NH2:20])[C:13]=2[CH:12]=[CH:11][CH:10]=1)([CH3:4])([CH3:3])[CH3:2].[F:22][C:23]1[CH:24]=[C:25]([S:33](Cl)(=[O:35])=[O:34])[CH:26]=[C:27]([C:29]([F:32])([F:31])[F:30])[CH:28]=1.C(N(C(C)C)CC)(C)C. (7) Given the product [CH2:17]([O:24][C:25]1[CH:34]=[C:33]2[C:28]([C:29]([NH:38][CH2:39][CH:40]3[CH2:44][O:43][C:42]([CH3:46])([CH3:45])[O:41]3)=[C:30]([NH2:35])[CH:31]=[N:32]2)=[CH:27][CH:26]=1)[C:18]1[CH:19]=[CH:20][CH:21]=[CH:22][CH:23]=1, predict the reactants needed to synthesize it. The reactants are: S(S([O-])(=O)=O)([O-])(=O)=O.[Na+].[Na+].C(=O)([O-])[O-].[K+].[K+].[CH2:17]([O:24][C:25]1[CH:34]=[C:33]2[C:28]([C:29]([NH:38][CH2:39][CH:40]3[CH2:44][O:43][C:42]([CH3:46])([CH3:45])[O:41]3)=[C:30]([N+:35]([O-])=O)[CH:31]=[N:32]2)=[CH:27][CH:26]=1)[C:18]1[CH:23]=[CH:22][CH:21]=[CH:20][CH:19]=1. (8) Given the product [OH:13][CH2:12][CH2:11][N:10]1[C:6]([C:2]2[S:1][CH:5]=[CH:4][CH:3]=2)=[N:7][NH:8][C:9]1=[S:15], predict the reactants needed to synthesize it. The reactants are: [S:1]1[CH:5]=[CH:4][CH:3]=[C:2]1[C:6]1[N:10]([CH2:11][C:12](O)=[O:13])[C:9](=[S:15])[NH:8][N:7]=1.[H-].[H-].[H-].[H-].[Li+].[Al+3]. (9) Given the product [OH:8][C:9]1[CH:10]=[C:11]([N:15]2[CH2:19][C@@:18]3([CH2:24][CH2:23][CH2:22][C@H:21]([CH2:25][N:26]4[C:30]5[CH:31]=[C:32]([C:35]#[N:36])[CH:33]=[CH:34][C:29]=5[N:28]=[CH:27]4)[CH2:20]3)[O:17][C:16]2=[O:37])[CH:12]=[CH:13][CH:14]=1, predict the reactants needed to synthesize it. The reactants are: C([O:8][C:9]1[CH:10]=[C:11]([N:15]2[CH2:19][C@@:18]3([CH2:24][CH2:23][CH2:22][C@H:21]([CH2:25][N:26]4[C:30]5[CH:31]=[C:32]([C:35]#[N:36])[CH:33]=[CH:34][C:29]=5[N:28]=[CH:27]4)[CH2:20]3)[O:17][C:16]2=[O:37])[CH:12]=[CH:13][CH:14]=1)C1C=CC=CC=1.C([O-])=O.[NH4+]. (10) Given the product [N:1]1([CH2:6][C@@H:7]([O:14][C:15]2[CH:24]=[CH:23][C:22]3[C:21](=[O:25])[CH2:20][CH2:19][CH2:18][C:17]=3[C:16]=2[CH2:26][S:27]([C:30]2[CH:39]=[CH:38][CH:37]=[CH:36][C:31]=2[C:32]([OH:34])=[O:33])(=[O:29])=[O:28])[C:8]2[CH:13]=[CH:12][CH:11]=[CH:10][CH:9]=2)[CH:5]=[CH:4][N:3]=[CH:2]1, predict the reactants needed to synthesize it. The reactants are: [N:1]1([CH2:6][C@@H:7]([O:14][C:15]2[CH:24]=[CH:23][C:22]3[C:21](=[O:25])[CH2:20][CH2:19][CH2:18][C:17]=3[C:16]=2[CH2:26][S:27]([C:30]2[CH:39]=[CH:38][CH:37]=[CH:36][C:31]=2[C:32]([O:34]C)=[O:33])(=[O:29])=[O:28])[C:8]2[CH:13]=[CH:12][CH:11]=[CH:10][CH:9]=2)[CH:5]=[CH:4][N:3]=[CH:2]1.[OH-].[Li+].Cl.[Na+].[Cl-].